From a dataset of Full USPTO retrosynthesis dataset with 1.9M reactions from patents (1976-2016). Predict the reactants needed to synthesize the given product. (1) Given the product [N:13]1([CH2:12][CH2:11][O:10][CH2:9][C:8]2[CH:7]=[CH:6][C:5]([OH:4])=[CH:19][CH:18]=2)[CH:17]=[CH:16][N:15]=[N:14]1, predict the reactants needed to synthesize it. The reactants are: C([O:4][C:5]1[CH:19]=[CH:18][C:8]([CH2:9][O:10][CH2:11][CH2:12][N:13]2[CH:17]=[CH:16][N:15]=[N:14]2)=[CH:7][CH:6]=1)C=C.CN1C(=O)CC(=O)N(C)C1=O. (2) Given the product [Br:1][C:2]1[CH:17]=[CH:16][C:5]([N:6]([CH3:15])[C:7](=[O:14])[C:8]2[CH:13]=[CH:12][CH:11]=[CH:10][CH:9]=2)=[C:4]([NH2:18])[CH:3]=1, predict the reactants needed to synthesize it. The reactants are: [Br:1][C:2]1[CH:17]=[CH:16][C:5]([N:6]([CH3:15])[C:7](=[O:14])[C:8]2[CH:13]=[CH:12][CH:11]=[CH:10][CH:9]=2)=[C:4]([N+:18]([O-])=O)[CH:3]=1.O1CCCC1.S(S([O-])=O)([O-])=O.[Na+].[Na+].C(=O)([O-])O.[Na+]. (3) Given the product [NH2:15]/[C:3](/[CH2:2][Cl:1])=[CH:4]\[C:5]([O:7][CH2:8][CH3:9])=[O:6], predict the reactants needed to synthesize it. The reactants are: [Cl:1][CH2:2][C:3](=O)[CH2:4][C:5]([O:7][CH2:8][CH3:9])=[O:6].C([O-])(=O)C.[NH4+:15].